Dataset: Catalyst prediction with 721,799 reactions and 888 catalyst types from USPTO. Task: Predict which catalyst facilitates the given reaction. (1) Reactant: [OH-].[K+].C(=O)([O-])[O-].[K+].[K+].[C:9]1(B(O)O)[CH:14]=[CH:13][CH:12]=[CH:11][CH:10]=1.Br[C:19]1[CH:20]=[C:21]([CH:25]=[CH:26][CH:27]=1)[C:22]([OH:24])=[O:23]. Product: [C:9]1([C:19]2[CH:20]=[C:21]([CH:25]=[CH:26][CH:27]=2)[C:22]([OH:24])=[O:23])[CH:14]=[CH:13][CH:12]=[CH:11][CH:10]=1. The catalyst class is: 386. (2) Reactant: [CH3:1][C:2]([O:4][C:5]1[CH:6]=[CH:7][CH:8]=[CH:9][C:10]=1[C:11]([OH:13])=[O:12])=[O:3].[N:14]1[CH:19]=[CH:18][C:17]([C:20]2[CH:25]=[CH:24][N:23]=[CH:22][CH:21]=2)=[CH:16][CH:15]=1.CCOCC. Product: [CH3:1][C:2]([O:4][C:5]1[CH:6]=[CH:7][CH:8]=[CH:9][C:10]=1[C:11]([OH:13])=[O:12])=[O:3].[N:14]1[CH:19]=[CH:18][C:17]([C:20]2[CH:25]=[CH:24][N:23]=[CH:22][CH:21]=2)=[CH:16][CH:15]=1. The catalyst class is: 81.